From a dataset of Peptide-MHC class II binding affinity with 134,281 pairs from IEDB. Regression. Given a peptide amino acid sequence and an MHC pseudo amino acid sequence, predict their binding affinity value. This is MHC class II binding data. (1) The peptide sequence is YTDVFSLDPTFTIETT. The MHC is DRB1_0404 with pseudo-sequence DRB1_0404. The binding affinity (normalized) is 0.350. (2) The peptide sequence is PFNFRFMSKGGMRNV. The MHC is DRB1_1501 with pseudo-sequence DRB1_1501. The binding affinity (normalized) is 0.713.